Dataset: Reaction yield outcomes from USPTO patents with 853,638 reactions. Task: Predict the reaction yield, written as a fraction of the theoretical maximum amount of product (1.0 means a 100% yield; for example, 0.34 means a 34% yield). The reactants are [CH3:1][CH2:2][O:3][C:4]([CH:6](P(OCC)(OCC)=O)[CH3:7])=[O:5].CC(C)([O-])C.[K+].[O:22]1[CH2:25][C:24](=O)[CH2:23]1. The catalyst is C1COCC1. The product is [O:22]1[CH2:25][C:24](=[C:6]([CH3:7])[C:4]([O:3][CH2:2][CH3:1])=[O:5])[CH2:23]1. The yield is 0.310.